From a dataset of Catalyst prediction with 721,799 reactions and 888 catalyst types from USPTO. Predict which catalyst facilitates the given reaction. (1) Reactant: Br[C:2]1[CH:3]=[CH:4][C:5]2[CH:16]=[CH:15][C:9]3=[N:10][CH:11]=[C:12]([Cl:14])[CH:13]=[C:8]3[C:7](=[O:17])[C:6]=2[CH:18]=1.[O:19]1[CH2:24][CH2:23][O:22][CH2:21][C@H:20]1[CH2:25][N:26]([CH3:31])[S:27]([NH2:30])(=[O:29])=[O:28].CC(C)([O-])C.[Na+].CC1(C)C2C(=C(P(C3C=CC=CC=3)C3C=CC=CC=3)C=CC=2)OC2C(P(C3C=CC=CC=3)C3C=CC=CC=3)=CC=CC1=2. Product: [Cl:14][C:12]1[CH:13]=[C:8]2[C:7](=[O:17])[C:6]3[CH:18]=[C:2]([NH:30][S:27]([N:26]([CH2:25][C@@H:20]4[CH2:21][O:22][CH2:23][CH2:24][O:19]4)[CH3:31])(=[O:28])=[O:29])[CH:3]=[CH:4][C:5]=3[CH:16]=[CH:15][C:9]2=[N:10][CH:11]=1. The catalyst class is: 491. (2) Reactant: [CH:1]1([CH:7]2[CH2:12][CH2:11][CH:10](O)[CH2:9][CH2:8]2)[CH2:6][CH2:5][CH2:4][CH2:3][CH2:2]1.S(=O)(=O)(O)O.S([O-])([O-])(=O)=O.[Na+].[Na+]. Product: [CH:1]1([CH:7]2[CH2:12][CH2:11][CH:10]=[CH:9][CH2:8]2)[CH2:2][CH2:3][CH2:4][CH2:5][CH2:6]1. The catalyst class is: 6.